Dataset: Drug-target binding data from BindingDB using IC50 measurements. Task: Regression. Given a target protein amino acid sequence and a drug SMILES string, predict the binding affinity score between them. We predict pIC50 (pIC50 = -log10(IC50 in M); higher means more potent). Dataset: bindingdb_ic50. (1) The compound is CCC1=C(C(C)C)/C(=C/C(C)=C/C=C/C(C)=C/C(=O)O)CCC1. The target protein (P18911) has sequence MATNKERLFAPGALGPGSGYPGAGFPFAFPGALRGSPPFEMLSPSFRGLGQPDLPKEMASLSVETQSTSSEEMVPSSPSPPPPPRVYKPCFVCNDKSSGYHYGVSSCEGCKGFFRRSIQKNMVYTCHRDKNCIINKVTRNRCQYCRLQKCFEVGMSKEAVRNDRNKKKKEVKEEGSPDSYELSPQLEELITKVSKAHQETFPSLCQLGKYTTNSSADHRVQLDLGLWDKFSELATKCIIKIVEFAKRLPGFTGLSIADQITLLKAACLDILMLRICTRYTPEQDTMTFSDGLTLNRTQMHNAGFGPLTDLVFAFAGQLLPLEMDDTETGLLSAICLICGDRMDLEEPEKVDKLQEPLLEALRLYARRRRPSQPYMFPRMLMKITDLRGISTKGAERAITLKMEIPGPMPPLIREMLENPEMFEDDSSKPGPHPKASSEDEAPGGQGKRGQSPQPDQGP. The pIC50 is 8.0. (2) The drug is CCC(CC)Nc1nc(Cl)c(-c2ccccc2)n(CC(=O)NCc2ccc(C(=N)N)cc2)c1=O. The target protein (P08709) has sequence MVSQALRLLCLLLGLQGCLAAGGVAKASGGETRDMPWKPGPHRVFVTQEEAHGVLHRRRRANAFLEELRPGSLERECKEEQCSFEEAREIFKDAERTKLFWISYSDGDQCASSPCQNGGSCKDQLQSYICFCLPAFEGRNCETHKDDQLICVNENGGCEQYCSDHTGTKRSCRCHEGYSLLADGVSCTPTVEYPCGKIPILEKRNASKPQGRIVGGKVCPKGECPWQVLLLVNGAQLCGGTLINTIWVVSAAHCFDKIKNWRNLIAVLGEHDLSEHDGDEQSRRVAQVIIPSTYVPGTTNHDIALLRLHQPVVLTDHVVPLCLPERTFSERTLAFVRFSLVSGWGQLLDRGATALELMVLNVPRLMTQDCLQQSRKVGDSPNITEYMFCAGYSDGSKDSCKGDSGGPHATHYRGTWYLTGIVSWGQGCATVGHFGVYTRVSQYIEWLQKLMRSEPRPGVLLRAPFP. The pIC50 is 6.4. (3) The small molecule is C=CC(=O)NC[C@H](NC(=O)[C@@H](NC(=O)c1cnccn1)C1CCCCC1)C(=O)N1C[C@@H]2CCC[C@@H]2[C@H]1C(=O)N[C@@H](CCC)C(OC(=O)C(F)(F)F)C(=O)NC1CC1. The target protein sequence is APITAYAQQTRGLLGCIITSLTGRDKNQVEGEVQIVSTAAQTFLATCINGVCWTVYHGAGTRTIASPKGPVIQMYTNVDQDLVGWPAPQGARSLTPCTCGSSDLYLVTRHADVIPVRRRGDSRGSLLSPRPISYLKGSSGGPLLCPAGHAVGLFRAAVCTRGVAKAVAFIPVENLETTMRS. The pIC50 is 6.3. (4) The pIC50 is 8.1. The small molecule is CC[C@H](C)[C@H](NC(=S)Nc1cccc([N+](=O)[O-])c1)C(=O)N[C@H](Cc1ccccc1)C(=O)Nc1cccc(C(F)(F)F)c1. The target protein (P28074) has sequence MALASVLERPLPVNQRGFFGLGGRADLLDLGPGSLSDGLSLAAPGWGVPEEPGIEMLHGTTTLAFKFRHGVIVAADSRATAGAYIASQTVKKVIEINPYLLGTMAGGAADCSFWERLLARQCRIYELRNKERISVAAASKLLANMVYQYKGMGLSMGTMICGWDKRGPGLYYVDSEGNRISGATFSVGSGSVYAYGVMDRGYSYDLEVEQAYDLARRAIYQATYRDAYSGGAVNLYHVREDGWIRVSSDNVADLHEKYSGSTP. (5) The compound is COc1ccc2c(c1)c(CC(=O)NCCCCNC(=O)CCC(=O)O[C@@H]1c3cc4c(cc3[C@H](c3cc(OC)c(OC)c(OC)c3)[C@@H]3C(=O)OC[C@@H]13)OCO4)c(C)n2C(=O)c1ccc(Cl)cc1. The target protein sequence is ANPCCSNPCQNRGECMSTGFDQYKCDCTRTGFYGENCTTPEFLTRIKLLLKPTPNTVHYILTHFKGVWNIVNNIPFLRSLIMKYVLTSQSYLIDSPPTYNVHYGYKSWEAFSNLSYYTRALPPVADDCPTPMGVKGNKELPDSKEVLEKVLLRREFIPDPQGSNMMFAFFAQHFTHQFFKTDHKRGPGFTRGLGHGVDLNHIYGETLDRQHKLRLFKDGKLKYQVIGGEVYPPTVKDTQVEMIYPPHIPENLQFAVGQEVFGLVPGLMMYATIWLREHNRVCDILKQEHPEWGDEQLFQTSRLILIGETIKIVIEDYVQHLSGYHFKLKFDPELLFNQQFQYQNRIASEFNTLYHWHPLLPDTFNIEDQEYSFKQFLYNNSILLEHGLTQFVESFTRQIAGRVAGGRNVPIAVQAVAKASIDQSREMKYQSLNEYRKRFSLKPYTSFEELTGEKEMAAELKALYSDIDVMELYPALLVEKPRPDAIFGETMVELGAPFSL.... The pIC50 is 7.0.